Dataset: Full USPTO retrosynthesis dataset with 1.9M reactions from patents (1976-2016). Task: Predict the reactants needed to synthesize the given product. (1) Given the product [CH2:13]([N:20]1[CH2:21][CH2:22][C:23]([C:31]2[CH:36]=[CH:35][CH:34]=[CH:33][C:32]=2[C:37]#[C:38][C:40]([O:42][CH2:43][CH3:44])=[O:41])([C:26]([O:28][CH2:29][CH3:30])=[O:27])[CH2:24][CH2:25]1)[C:14]1[CH:15]=[CH:16][CH:17]=[CH:18][CH:19]=1, predict the reactants needed to synthesize it. The reactants are: C([Li])CCC.C(NC(C)C)(C)C.[CH2:13]([N:20]1[CH2:25][CH2:24][C:23]([C:31]2[CH:36]=[CH:35][CH:34]=[CH:33][C:32]=2[C:37]#[CH:38])([C:26]([O:28][CH2:29][CH3:30])=[O:27])[CH2:22][CH2:21]1)[C:14]1[CH:19]=[CH:18][CH:17]=[CH:16][CH:15]=1.Cl[C:40]([O:42][CH2:43][CH3:44])=[O:41]. (2) Given the product [OH:23][C:24]([CH3:51])([CH3:50])[CH2:25][C@@:26]1([C:44]2[CH:49]=[CH:48][CH:47]=[CH:46][CH:45]=2)[O:31][C:30](=[O:32])[N:29]([C@H:33]([C:35]2[CH:43]=[CH:42][C:38]([C:39]([NH:6][NH2:7])=[O:40])=[CH:37][CH:36]=2)[CH3:34])[CH2:28][CH2:27]1, predict the reactants needed to synthesize it. The reactants are: F[B-](F)(F)F.[N:6]1(OC(N(C)C)=[N+](C)C)C2C=CC=CC=2N=[N:7]1.[OH:23][C:24]([CH3:51])([CH3:50])[CH2:25][C@@:26]1([C:44]2[CH:49]=[CH:48][CH:47]=[CH:46][CH:45]=2)[O:31][C:30](=[O:32])[N:29]([C@H:33]([C:35]2[CH:43]=[CH:42][C:38]([C:39](O)=[O:40])=[CH:37][CH:36]=2)[CH3:34])[CH2:28][CH2:27]1.C(N(C(C)C)C(C)C)C.O.NN. (3) Given the product [N:21]([CH:2]1[CH2:7][N:6]([S:8]([C:11]2[CH:17]=[CH:16][C:14]([CH3:15])=[CH:13][CH:12]=2)(=[O:10])=[O:9])[CH2:5][C:4]([CH3:19])([CH3:18])[C:3]1=[O:20])=[N+:22]=[N-:23], predict the reactants needed to synthesize it. The reactants are: Br[CH:2]1[CH2:7][N:6]([S:8]([C:11]2[CH:17]=[CH:16][C:14]([CH3:15])=[CH:13][CH:12]=2)(=[O:10])=[O:9])[CH2:5][C:4]([CH3:19])([CH3:18])[C:3]1=[O:20].[N-:21]=[N+:22]=[N-:23].[Na+].O. (4) Given the product [CH2:1]([C:3]1([C:21]2[CH:22]=[CH:23][C:24]([F:27])=[CH:25][CH:26]=2)[C:12]2[C:7](=[CH:8][CH:9]=[C:10]([F:14])[C:11]=2[F:13])[N:6]([CH2:38][C:33]2[CH:32]=[CH:31][N:30]=[CH:35][CH:34]=2)[C:5](=[O:15])[N:4]1[CH2:16][C:17]([F:18])([F:19])[F:20])[CH3:2], predict the reactants needed to synthesize it. The reactants are: [CH2:1]([C:3]1([C:21]2[CH:26]=[CH:25][C:24]([F:27])=[CH:23][CH:22]=2)[C:12]2[C:7](=[CH:8][CH:9]=[C:10]([F:14])[C:11]=2[F:13])[NH:6][C:5](=[O:15])[N:4]1[CH2:16][C:17]([F:20])([F:19])[F:18])[CH3:2].[H-].[Na+].[N:30]1[CH:35]=[CH:34][CH:33]=[CH:32][C:31]=1CCl.[CH3:38]N(C=O)C.